From a dataset of Reaction yield outcomes from USPTO patents with 853,638 reactions. Predict the reaction yield, written as a fraction of the theoretical maximum amount of product (1.0 means a 100% yield; for example, 0.34 means a 34% yield). (1) The reactants are [Cl:1][C:2]1[CH:13]=[CH:12][C:5]2[NH:6][C:7](=[O:11])[O:8][C:9](=[O:10])[C:4]=2[CH:3]=1.[H-].[Na+].[CH2:16](Br)[C:17]1[CH:22]=[CH:21][CH:20]=[CH:19][CH:18]=1. The catalyst is CN(C=O)C. The product is [CH2:16]([N:6]1[C:5]2[CH:12]=[CH:13][C:2]([Cl:1])=[CH:3][C:4]=2[C:9](=[O:10])[O:8][C:7]1=[O:11])[C:17]1[CH:22]=[CH:21][CH:20]=[CH:19][CH:18]=1. The yield is 0.900. (2) The reactants are [C:1]1([C@H:7]2[CH2:13][NH:12][CH2:11][C:10]3[CH:14]=[CH:15][C:16]([C:18]([O:20][CH3:21])=[O:19])=[CH:17][C:9]=3[O:8]2)[CH:6]=[CH:5][CH:4]=[CH:3][CH:2]=1.CN(C(ON1N=NC2C=CC=NC1=2)=[N+](C)C)C.F[P-](F)(F)(F)(F)F.[O:46]1[CH2:51][CH2:50][CH:49]([C:52](O)=[O:53])[CH2:48][CH2:47]1.CCN(C(C)C)C(C)C. The catalyst is CN(C=O)C.O. The product is [C:1]1([C@H:7]2[CH2:13][N:12]([C:52]([CH:49]3[CH2:50][CH2:51][O:46][CH2:47][CH2:48]3)=[O:53])[CH2:11][C:10]3[CH:14]=[CH:15][C:16]([C:18]([O:20][CH3:21])=[O:19])=[CH:17][C:9]=3[O:8]2)[CH:2]=[CH:3][CH:4]=[CH:5][CH:6]=1. The yield is 0.720.